From a dataset of Peptide-MHC class I binding affinity with 185,985 pairs from IEDB/IMGT. Regression. Given a peptide amino acid sequence and an MHC pseudo amino acid sequence, predict their binding affinity value. This is MHC class I binding data. The peptide sequence is EKPFEHFFPYV. The MHC is Mamu-A01 with pseudo-sequence Mamu-A01. The binding affinity (normalized) is 0.